From a dataset of Full USPTO retrosynthesis dataset with 1.9M reactions from patents (1976-2016). Predict the reactants needed to synthesize the given product. (1) Given the product [Br:9][C:7]1[CH:6]=[CH:5][C:4]([O:10][CH2:14][CH2:13][OH:12])=[C:3]([CH2:1][CH3:2])[CH:8]=1, predict the reactants needed to synthesize it. The reactants are: [CH2:1]([C:3]1[CH:8]=[C:7]([Br:9])[CH:6]=[CH:5][C:4]=1[OH:10])[CH3:2].C1(=O)O[CH2:14][CH2:13][O:12]1.C(=O)([O-])[O-].[K+].[K+].O. (2) Given the product [O:33]([C:30]1[CH:31]=[C:32]2[C:27]([CH:26]=[N:25][NH:24]2)=[CH:28][CH:29]=1)[Si:10]([C:6]([CH3:9])([CH3:8])[CH3:7])([C:17]1[CH:22]=[CH:21][CH:20]=[CH:19][CH:18]=1)[C:11]1[CH:16]=[CH:15][CH:14]=[CH:13][CH:12]=1, predict the reactants needed to synthesize it. The reactants are: N1C=CN=C1.[C:6]([Si:10](Cl)([C:17]1[CH:22]=[CH:21][CH:20]=[CH:19][CH:18]=1)[C:11]1[CH:16]=[CH:15][CH:14]=[CH:13][CH:12]=1)([CH3:9])([CH3:8])[CH3:7].[NH:24]1[C:32]2[C:27](=[CH:28][CH:29]=[C:30]([OH:33])[CH:31]=2)[CH:26]=[N:25]1.O. (3) The reactants are: [Br:1][C:2]1[CH:3]=[N:4][CH:5]=[C:6](I)[CH:7]=1.[N:9]1([C:15]([O:17][C:18]([CH3:21])([CH3:20])[CH3:19])=[O:16])[CH2:14][CH2:13][NH:12][CH2:11][CH2:10]1.[O-]P([O-])([O-])=O.[K+].[K+].[K+].C(O)CO. Given the product [Br:1][C:2]1[CH:7]=[C:6]([N:12]2[CH2:11][CH2:10][N:9]([C:15]([O:17][C:18]([CH3:21])([CH3:20])[CH3:19])=[O:16])[CH2:14][CH2:13]2)[CH:5]=[N:4][CH:3]=1, predict the reactants needed to synthesize it. (4) Given the product [Cl:2][C:3]1[N:8]=[C:7]2[NH:9][C:10]([C:12]([O:14][CH2:15][CH3:16])=[O:13])=[CH:11][C:6]2=[CH:5][CH:4]=1, predict the reactants needed to synthesize it. The reactants are: Cl.[Cl:2][C:3]1[N:8]=[C:7]2[NH:9][C:10]([C:12]([OH:14])=[O:13])=[CH:11][C:6]2=[CH:5][CH:4]=1.[CH2:15](O)[CH3:16]. (5) Given the product [C:1]([N:4]1[C:13]2[C:8](=[CH:9][C:10]([NH:14][CH:15]3[CH2:16][CH2:17][N:18]([C:21]([O:23][C:24]([CH3:27])([CH3:26])[CH3:25])=[O:22])[CH2:19][CH2:20]3)=[CH:11][CH:12]=2)[C@H:7]([NH2:28])[C@@H:6]([CH3:39])[C@@H:5]1[CH3:40])(=[O:3])[CH3:2], predict the reactants needed to synthesize it. The reactants are: [C:1]([N:4]1[C:13]2[C:8](=[CH:9][C:10]([NH:14][CH:15]3[CH2:20][CH2:19][N:18]([C:21]([O:23][C:24]([CH3:27])([CH3:26])[CH3:25])=[O:22])[CH2:17][CH2:16]3)=[CH:11][CH:12]=2)[C@H:7]([NH:28]C(OCC2C=CC=CC=2)=O)[C@@H:6]([CH3:39])[C@@H:5]1[CH3:40])(=[O:3])[CH3:2].